Task: Predict the product of the given reaction.. Dataset: Forward reaction prediction with 1.9M reactions from USPTO patents (1976-2016) (1) Given the reactants [C:1]([CH2:3]P(=O)(OCC)OCC)#[N:2].[H-].[Na+].[CH3:14][C:15]1[CH:22]=[CH:21][CH:20]=[CH:19][C:16]=1C=O.O1CCC[CH2:24]1, predict the reaction product. The product is: [CH3:14][C:15]1[CH:22]=[CH:21][CH:20]=[CH:19][C:16]=1[C:3](=[CH2:24])[C:1]#[N:2]. (2) Given the reactants [CH3:1][O:2][CH2:3][CH:4]1[C@@H:6]([CH2:7][OH:8])[C:5]1([CH3:21])[C:9]1[CH:14]=[C:13]([CH:15]([CH3:17])[CH3:16])[CH:12]=[C:11]([CH:18]([CH3:20])[CH3:19])[CH:10]=1.C([SiH2]OC(C)(C)C1[C@H](CO)C1(C1C=C(C(C)C)C=C(C(C)C)C=1)C)(C)(C)C, predict the reaction product. The product is: [CH3:1][O:2][CH2:3][CH:4]1[C@H:6]([CH2:7][OH:8])[C:5]1([CH3:21])[C:9]1[CH:10]=[C:11]([CH:18]([CH3:19])[CH3:20])[CH:12]=[C:13]([CH:15]([CH3:17])[CH3:16])[CH:14]=1. (3) Given the reactants [ClH:1].[CH2:2]([O:4][C:5]1[CH:10]=[CH:9][C:8]([C:11]2[S:15][C:14]([S:16](N[C@H](C3CCNCC3)C(O)=O)(=[O:18])=[O:17])=[CH:13][CH:12]=2)=[CH:7][CH:6]=1)C.C(=[O:34])C(C)C.C(O[BH-](OC(=O)C)OC(=O)C)(=O)C.[Na+], predict the reaction product. The product is: [CH2:2]1[O:4][C:5]2[CH:10]=[CH:9][C:8]([C:11]3[S:15][C:14]([S:16]([Cl:1])(=[O:18])=[O:17])=[CH:13][CH:12]=3)=[CH:7][C:6]=2[O:34]1. (4) Given the reactants [NH2:1][C:2]1[CH:7]=[CH:6][CH:5]=[CH:4][C:3]=1[C:8]1[CH:13]=[CH:12][CH:11]=[CH:10][CH:9]=1.[CH3:14][C:15]1[CH:20]=[CH:19][C:18]([S:21](Cl)(=[O:23])=[O:22])=[CH:17][CH:16]=1, predict the reaction product. The product is: [C:3]1([C:8]2[CH:9]=[CH:10][CH:11]=[CH:12][CH:13]=2)[CH:4]=[CH:5][CH:6]=[CH:7][C:2]=1[NH:1][S:21]([C:18]1[CH:19]=[CH:20][C:15]([CH3:14])=[CH:16][CH:17]=1)(=[O:23])=[O:22]. (5) Given the reactants [CH2:1]([NH:4][C:5]1[N:10]=[C:9]([NH:11][CH2:12][CH2:13][CH3:14])[N:8]=[C:7]([N:15]([CH3:18])[O:16]C)[N:6]=1)[CH2:2][CH3:3].Cl.CNO, predict the reaction product. The product is: [CH2:1]([NH:4][C:5]1[N:10]=[C:9]([NH:11][CH2:12][CH2:13][CH3:14])[N:8]=[C:7]([N:15]([CH3:18])[OH:16])[N:6]=1)[CH2:2][CH3:3]. (6) The product is: [F:54][C:5]1[C:6]([N:37]2[CH2:42][CH2:41][NH:40][C@H:39]([CH2:50][CH:51]([CH3:53])[CH3:52])[CH2:38]2)=[N:7][C:8]([C:9]2[C:17]3[C:12](=[N:13][CH:14]=[CH:15][CH:16]=3)[NH:11][N:10]=2)=[C:3]([CH:4]=1)[C:1]#[N:2]. Given the reactants [C:1]([C:3]1[CH:4]=[C:5]([F:54])[C:6]([N:37]2[CH2:42][CH2:41][N:40](C(OC(C)(C)C)=O)[C@H:39]([CH2:50][CH:51]([CH3:53])[CH3:52])[CH2:38]2)=[N:7][C:8]=1[C:9]1[C:17]2[C:12](=[N:13][CH:14]=[CH:15][CH:16]=2)[N:11](C(C2C=CC=CC=2)(C2C=CC=CC=2)C2C=CC=CC=2)[N:10]=1)#[N:2].C([SiH](CC)CC)C.C(O)(C(F)(F)F)=O, predict the reaction product. (7) Given the reactants F[B-](F)(F)F.[H+].N[C:8]1[CH:9]=[CH:10][C:11]([Cl:14])=[N:12][CH:13]=1.N([O:17][C:18]([CH3:21])(C)C)=O.C([O:24]CC)C, predict the reaction product. The product is: [C:18]([O:17][C:8]1[CH:9]=[CH:10][C:11]([Cl:14])=[N:12][CH:13]=1)(=[O:24])[CH3:21]. (8) Given the reactants [Cl:1][C:2]1[N:7]=[CH:6][C:5]([CH2:8][CH2:9][N:10]2[CH2:15][CH2:14][CH2:13][NH:12][C:11]2=[N:16][N+]([O-])=O)=[CH:4][CH:3]=1.C([O-])(=O)C.[NH4+].ClCCl, predict the reaction product. The product is: [Cl:1][C:2]1[N:7]=[CH:6][C:5]([CH2:8][CH2:9][N:10]2[CH2:15][CH2:14][CH2:13][NH:12][C:11]2=[NH:16])=[CH:4][CH:3]=1.